This data is from Antibody developability classification from SAbDab with 2,409 antibodies. The task is: Regression/Classification. Given an antibody's heavy chain and light chain sequences, predict its developability. TAP uses regression for 5 developability metrics; SAbDab uses binary classification. The antibody is ['1tjg', 'ALQLTQSPSSLSASVGDRITITCRASQGVTSALAWYRQKPGSPPQLLIYDASSLESGVPSRFSGSGSGTEFTLTISTLRPEDFATYYCQQLHFYPHTFGGGTRVDVR']. Result: 0 (not developable).